From a dataset of Forward reaction prediction with 1.9M reactions from USPTO patents (1976-2016). Predict the product of the given reaction. The product is: [CH3:13][O:12][C:8]1[CH:7]=[C:6]2[C:11](=[CH:10][CH:9]=1)[C:2]([O:1][CH:38]1[CH2:56][CH:55]3[N:40]([C:41](=[O:61])[CH2:42][CH2:43][CH2:44][CH2:45][CH2:46][CH2:47][CH:48]=[CH:49][CH:50]4[C:52]([C:58]([OH:60])=[O:59])([NH:53][C:54]3=[O:57])[CH2:51]4)[CH2:39]1)=[N:3][C:4]([N:14]1[CH:18]=[CH:17][CH:16]=[N:15]1)=[CH:5]2. Given the reactants [OH:1][C:2]1[C:11]2[C:6](=[CH:7][C:8]([O:12][CH3:13])=[CH:9][CH:10]=2)[CH:5]=[C:4]([N:14]2[CH:18]=[CH:17][CH:16]=[N:15]2)[N:3]=1.C(C1N=C(C2C=C(O[CH:38]3[CH2:56][CH:55]4[N:40]([C:41](=[O:61])[CH2:42][CH2:43][CH2:44][CH2:45][CH2:46][CH2:47][CH:48]=[CH:49][CH:50]5[C:52]([C:58]([OH:60])=[O:59])([NH:53][C:54]4=[O:57])[CH2:51]5)[CH2:39]3)C3C(=CC(OC)=CC=3)N=2)SC=1)(C)C, predict the reaction product.